From a dataset of Catalyst prediction with 721,799 reactions and 888 catalyst types from USPTO. Predict which catalyst facilitates the given reaction. (1) Reactant: [S:1](Cl)([CH3:4])(=[O:3])=[O:2].[C:6]([S:25][CH2:26][CH2:27][CH2:28][OH:29])([C:19]1[CH:24]=[CH:23][CH:22]=[CH:21][CH:20]=1)([C:13]1[CH:18]=[CH:17][CH:16]=[CH:15][CH:14]=1)[C:7]1[CH:12]=[CH:11][CH:10]=[CH:9][CH:8]=1.C(N(CC)CC)C. Product: [C:6]([S:25][CH2:26][CH2:27][CH2:28][O:29][S:1]([CH3:4])(=[O:3])=[O:2])([C:13]1[CH:18]=[CH:17][CH:16]=[CH:15][CH:14]=1)([C:19]1[CH:20]=[CH:21][CH:22]=[CH:23][CH:24]=1)[C:7]1[CH:12]=[CH:11][CH:10]=[CH:9][CH:8]=1. The catalyst class is: 1. (2) Reactant: C1C2C(COC([NH:18][C@@H:19]([C:23]([O:25][C@H:26](/[CH:61]=[CH:62]/[CH2:63][CH2:64][S:65][C:66]([C:79]3[CH:84]=[CH:83][CH:82]=[CH:81][CH:80]=3)([C:73]3[CH:78]=[CH:77][CH:76]=[CH:75][CH:74]=3)[C:67]3[CH:72]=[CH:71][CH:70]=[CH:69][CH:68]=3)[CH2:27][C:28]([NH:30][CH2:31][C:32]3[CH:37]=[CH:36][CH:35]=[C:34]([CH2:38][N:39]([CH2:50][C:51]4[C:60]5[C:55](=[CH:56][CH:57]=[CH:58][CH:59]=5)[CH:54]=[CH:53][CH:52]=4)[CH2:40][C:41](=[O:49])[O:42]CC[Si](C)(C)C)[N:33]=3)=[O:29])=[O:24])[CH:20]([CH3:22])[CH3:21])=O)C3C(=CC=CC=3)C=2C=CC=1.CCCC[N+](CCCC)(CCCC)CCCC.[F-]. Product: [NH2:18][C@H:19]([C:23]([O:25][C@H:26](/[CH:61]=[CH:62]/[CH2:63][CH2:64][S:65][C:66]([C:79]1[CH:80]=[CH:81][CH:82]=[CH:83][CH:84]=1)([C:67]1[CH:72]=[CH:71][CH:70]=[CH:69][CH:68]=1)[C:73]1[CH:74]=[CH:75][CH:76]=[CH:77][CH:78]=1)[CH2:27][C:28]([NH:30][CH2:31][C:32]1[N:33]=[C:34]([CH2:38][N:39]([CH2:50][C:51]2[C:60]3[C:55](=[CH:56][CH:57]=[CH:58][CH:59]=3)[CH:54]=[CH:53][CH:52]=2)[CH2:40][C:41]([OH:49])=[O:42])[CH:35]=[CH:36][CH:37]=1)=[O:29])=[O:24])[CH:20]([CH3:21])[CH3:22]. The catalyst class is: 1. (3) Reactant: [OH:1][C:2]1[CH:9]=[CH:8][C:5]([CH:6]=[O:7])=[CH:4][CH:3]=1.[CH3:10][C:11]1[CH:16]=[CH:15][C:14]([S:17]([N:20]2[CH2:25][CH:24]3[CH:22]([O:23]3)[CH2:21]2)(=[O:19])=[O:18])=[CH:13][CH:12]=1.CC(C)([O-])C.[K+].O. The catalyst class is: 3. Product: [OH:23][C@@H:22]1[CH2:21][N:20]([S:17]([C:14]2[CH:15]=[CH:16][C:11]([CH3:10])=[CH:12][CH:13]=2)(=[O:19])=[O:18])[CH2:25][C@H:24]1[O:1][C:2]1[CH:9]=[CH:8][C:5]([CH:6]=[O:7])=[CH:4][CH:3]=1. (4) Reactant: CC(OC([NH:8][C:9]1[S:13][C:12]2[CH:14]=[C:15]([NH2:18])[CH:16]=[CH:17][C:11]=2[N:10]=1)=O)(C)C.[Cl:19][C:20]1[CH:25]=[CH:24][C:23]([N:26]=[C:27]=[O:28])=[CH:22][C:21]=1[C:29]([F:32])([F:31])[F:30].CN(C)C=O.FC(F)(F)C(O)=O. Product: [NH2:8][C:9]1[S:13][C:12]2[CH:14]=[C:15]([NH:18][C:27]([NH:26][C:23]3[CH:24]=[CH:25][C:20]([Cl:19])=[C:21]([C:29]([F:31])([F:30])[F:32])[CH:22]=3)=[O:28])[CH:16]=[CH:17][C:11]=2[N:10]=1. The catalyst class is: 46. (5) Reactant: [C:1](Cl)(=[O:17])[CH2:2][CH2:3][CH2:4][CH2:5][CH2:6][CH2:7][CH2:8][CH2:9][CH2:10][CH2:11][CH2:12][CH2:13][CH2:14][CH2:15][CH3:16].[CH2:19]([O:26][CH2:27][C@H:28]([O:31][CH2:32][CH2:33][CH2:34][CH2:35][CH2:36][CH2:37][CH2:38][CH2:39][CH2:40][CH2:41][CH2:42][CH2:43][CH2:44][CH2:45][CH2:46][CH3:47])[CH2:29][OH:30])[C:20]1[CH:25]=[CH:24][CH:23]=[CH:22][CH:21]=1.N1C=CC=CC=1. Product: [CH2:19]([O:26][CH2:27][C@H:28]([O:31][CH2:32][CH2:33][CH2:34][CH2:35][CH2:36][CH2:37][CH2:38][CH2:39][CH2:40][CH2:41][CH2:42][CH2:43][CH2:44][CH2:45][CH2:46][CH3:47])[CH2:29][O:30][C:1](=[O:17])[CH2:2][CH2:3][CH2:4][CH2:5][CH2:6][CH2:7][CH2:8][CH2:9][CH2:10][CH2:11][CH2:12][CH2:13][CH2:14][CH2:15][CH3:16])[C:20]1[CH:25]=[CH:24][CH:23]=[CH:22][CH:21]=1. The catalyst class is: 2. (6) Reactant: F[C:2]1[CH:7]=[CH:6][C:5]([N+:8]([O-:10])=[O:9])=[C:4]([O:11][CH3:12])[CH:3]=1.[NH:13]1[CH2:18][CH2:17][CH:16]([CH:19]2[CH2:24][CH2:23][NH:22][CH2:21][CH2:20]2)[CH2:15][CH2:14]1.[OH-].[Na+].[Br-].C([NH3+])CCC. Product: [CH3:12][O:11][C:4]1[CH:3]=[C:2]([N:13]2[CH2:18][CH2:17][CH:16]([CH:19]3[CH2:24][CH2:23][NH:22][CH2:21][CH2:20]3)[CH2:15][CH2:14]2)[CH:7]=[CH:6][C:5]=1[N+:8]([O-:10])=[O:9]. The catalyst class is: 226.